The task is: Predict the reaction yield, written as a fraction of the theoretical maximum amount of product (1.0 means a 100% yield; for example, 0.34 means a 34% yield).. This data is from Reaction yield outcomes from USPTO patents with 853,638 reactions. (1) The reactants are CC1(C)COB([C:8]2[CH:29]=[CH:28][C:11]3[C:12]4[N:16]([CH2:17][CH2:18][O:19][C:10]=3[CH:9]=2)[CH:15]=[C:14]([C:20]2[N:21]([CH:25]([CH3:27])[CH3:26])[N:22]=[CH:23][N:24]=2)[N:13]=4)OC1.C(Cl)Cl.C(=O)([O-])[O-].[Cs+].[Cs+].[C:40]([O:44][C:45]([N:47]1[CH:52]2[CH2:53][CH2:54][CH:48]1[CH:49]=[C:50](OS(C(F)(F)F)(=O)=O)[CH2:51]2)=[O:46])([CH3:43])([CH3:42])[CH3:41]. The catalyst is COCCOC.O. The product is [C:40]([O:44][C:45]([N:47]1[CH:52]2[CH2:53][CH2:54][CH:48]1[CH:49]=[C:50]([C:8]1[CH:29]=[CH:28][C:11]3[C:12]4[N:16]([CH2:17][CH2:18][O:19][C:10]=3[CH:9]=1)[CH:15]=[C:14]([C:20]1[N:21]([CH:25]([CH3:27])[CH3:26])[N:22]=[CH:23][N:24]=1)[N:13]=4)[CH2:51]2)=[O:46])([CH3:43])([CH3:41])[CH3:42]. The yield is 0.630. (2) The reactants are [I-].[CH3:2][S+](C)(C)=O.[H-].[Na+].[F:9][C:10]1[CH:11]=[C:12]2[C:16](=[CH:17][CH:18]=1)[NH:15][C:14](=[O:19])/[C:13]/2=[CH:20]\[C:21]1[CH:29]=[C:28]2[C:24]([C:25]([I:30])=[N:26][NH:27]2)=[CH:23][CH:22]=1. The catalyst is C1COCC1. The product is [F:9][C:10]1[CH:11]=[C:12]2[C:16](=[CH:17][CH:18]=1)[NH:15][C:14](=[O:19])[C@:13]12[CH2:2][C@H:20]1[C:21]1[CH:29]=[C:28]2[C:24]([C:25]([I:30])=[N:26][NH:27]2)=[CH:23][CH:22]=1. The yield is 0.540. (3) The product is [ClH:45].[C:32]([C:29]1[C:28](=[O:37])[N:27]([CH:38]2[CH2:42][CH2:41][CH2:40][CH2:39]2)[C:25]2[N:26]=[C:21]([NH:20][C:17]3[CH:18]=[CH:19][C:14]([N:11]4[CH2:12][CH2:13][NH:8][C:9]([CH3:44])([CH3:43])[CH2:10]4)=[CH:15][N:16]=3)[N:22]=[CH:23][C:24]=2[C:30]=1[CH3:31])(=[O:34])[CH3:33]. The catalyst is C(OCC)(=O)C. The yield is 0.381. The reactants are C(OC([N:8]1[CH2:13][CH2:12][N:11]([C:14]2[CH:15]=[N:16][C:17]([NH:20][C:21]3[N:22]=[CH:23][C:24]4[C:30]([CH3:31])=[C:29]([C:32]([O:34]CC)=[CH2:33])[C:28](=[O:37])[N:27]([CH:38]5[CH2:42][CH2:41][CH2:40][CH2:39]5)[C:25]=4[N:26]=3)=[CH:18][CH:19]=2)[CH2:10][C:9]1([CH3:44])[CH3:43])=O)(C)(C)C.[ClH:45]. (4) The yield is 1.00. The catalyst is C(OCC)(=O)C.[Pd]. The product is [C:1]([CH2:3][CH:4]1[CH2:5][CH2:6][N:7]([C:10]([O:12][C:13]([CH3:16])([CH3:15])[CH3:14])=[O:11])[CH2:8][CH2:9]1)#[N:2]. The reactants are [C:1]([CH:3]=[C:4]1[CH2:9][CH2:8][N:7]([C:10]([O:12][C:13]([CH3:16])([CH3:15])[CH3:14])=[O:11])[CH2:6][CH2:5]1)#[N:2]. (5) The reactants are [C:1]([CH2:4][C:5](=O)[CH3:6])(=O)[CH3:2].[NH2:8][C:9]([NH2:11])=[O:10].[ClH:12]. The catalyst is C(O)C. The product is [ClH:12].[CH3:2][C:1]1[CH:4]=[C:5]([CH3:6])[NH:11][C:9](=[O:10])[N:8]=1. The yield is 0.550. (6) The reactants are [CH2:1]([NH:3][C:4]([N:6]1[N:10]=[CH:9][C:8]2([CH2:14][CH2:13][CH2:12][CH2:11]2)[CH2:7]1)=[S:5])[CH3:2].I[CH3:16]. The catalyst is CO. The product is [CH3:16][S:5][C:4]([N:6]1[N:10]=[CH:9][C:8]2([CH2:14][CH2:13][CH2:12][CH2:11]2)[CH2:7]1)=[N:3][CH2:1][CH3:2]. The yield is 0.970. (7) The reactants are [C:1]1([S:7]([N:10]2[CH:14]=[CH:13][C:12]([NH2:15])=[CH:11]2)(=[O:9])=[O:8])[CH:6]=[CH:5][CH:4]=[CH:3][CH:2]=1.C(N(C(C)C)CC)(C)C.Cl.[N:26]1[CH:31]=[CH:30][CH:29]=[CH:28][C:27]=1[C:32](Cl)=[O:33]. No catalyst specified. The product is [C:1]1([S:7]([N:10]2[CH:14]=[CH:13][C:12]([NH:15][C:32](=[O:33])[C:27]3[CH:28]=[CH:29][CH:30]=[CH:31][N:26]=3)=[CH:11]2)(=[O:8])=[O:9])[CH:6]=[CH:5][CH:4]=[CH:3][CH:2]=1. The yield is 0.150. (8) The reactants are [Cl:1][C:2]1[S:3][C:4]2[CH:10]=[C:9]([O:11][CH3:12])[CH:8]=[CH:7][C:5]=2[N:6]=1.[CH:13]1([N:16]2[CH2:21][CH2:20][NH:19][CH2:18][CH2:17]2)[CH2:15][CH2:14]1. The catalyst is C(OCC)(=O)C.C([O-])(O)=O.[Na+]. The product is [ClH:1].[CH:13]1([N:16]2[CH2:21][CH2:20][N:19]([C:2]3[S:3][C:4]4[CH:10]=[C:9]([O:11][CH3:12])[CH:8]=[CH:7][C:5]=4[N:6]=3)[CH2:18][CH2:17]2)[CH2:15][CH2:14]1. The yield is 0.180. (9) The reactants are [NH:1]1[C:5]2=[N:6][CH:7]=[C:8]([CH:10]=O)[CH:9]=[C:4]2[CH:3]=[CH:2]1.Cl.[CH3:13][NH:14][CH3:15].[OH-].[Na+].C([BH3-])#N.[Na+]. The catalyst is CO.O. The product is [CH3:13][N:14]([CH3:15])[CH2:10][C:8]1[CH:9]=[C:4]2[CH:3]=[CH:2][NH:1][C:5]2=[N:6][CH:7]=1. The yield is 0.330. (10) The reactants are [C:1]1([CH:7]2[C:12](=[O:13])[NH:11][N:10]=[C:9]3[C:14]4[CH:21]=[CH:20][CH:19]=[CH:18][C:15]=4[O:16][CH2:17][CH:8]23)[CH:6]=[CH:5][CH:4]=[CH:3][CH:2]=1.[C:22]([C:24]1[CH:29]=[CH:28][CH:27]=[CH:26][C:25]=1B1OC(C([O-])=O)C=CO1)#[N:23].C(N(CC)CC)C. The catalyst is C(Cl)Cl.C(OCC)(=O)C.C([O-])(=O)C.[Cu+2].C([O-])(=O)C. The product is [C:22]([C:24]1[CH:29]=[CH:28][CH:27]=[CH:26][C:25]=1[N:11]1[C:12](=[O:13])[CH:7]([C:1]2[CH:2]=[CH:3][CH:4]=[CH:5][CH:6]=2)[CH:8]2[CH2:17][O:16][C:15]3[CH:18]=[CH:19][CH:20]=[CH:21][C:14]=3[C:9]2=[N:10]1)#[N:23]. The yield is 0.110.